Predict the reactants needed to synthesize the given product. From a dataset of Full USPTO retrosynthesis dataset with 1.9M reactions from patents (1976-2016). Given the product [CH3:1][O:2][C:3]1[CH:4]=[CH:5][C:6]([CH2:9][N:10]2[C:14]3=[N:15][CH:16]=[CH:17][C:18]([O:19][C:20]4[CH:25]=[CH:24][C:23]([C:26]([NH:27][C:28]5[CH:33]=[C:32]([C:34]([F:36])([F:37])[F:35])[CH:31]=[CH:30][N:29]=5)=[O:38])=[CH:22][CH:21]=4)=[C:13]3[C:12]([NH:39][C@@H:40]3[CH2:45][CH2:44][CH2:43][NH:42][CH2:41]3)=[N:11]2)=[CH:7][CH:8]=1, predict the reactants needed to synthesize it. The reactants are: [CH3:1][O:2][C:3]1[CH:8]=[CH:7][C:6]([CH2:9][N:10]2[C:14]3=[N:15][CH:16]=[CH:17][C:18]([O:19][C:20]4[CH:25]=[CH:24][C:23]([C:26](=[O:38])[NH:27][C:28]5[CH:33]=[C:32]([C:34]([F:37])([F:36])[F:35])[CH:31]=[CH:30][N:29]=5)=[CH:22][CH:21]=4)=[C:13]3[C:12]([NH:39][CH:40]3[CH2:45][CH2:44][CH2:43][N:42](C(OC(C)(C)C)=O)[CH2:41]3)=[N:11]2)=[CH:5][CH:4]=1.C(O)(C(F)(F)F)=O.